Predict which catalyst facilitates the given reaction. From a dataset of Catalyst prediction with 721,799 reactions and 888 catalyst types from USPTO. (1) Reactant: [NH:1]1[C:9]2[C:4](=[CH:5][CH:6]=[C:7]([C:10]([OH:12])=O)[CH:8]=2)[CH:3]=[CH:2]1.C(N1C=CN=C1)(N1C=CN=C1)=O.[F:25][C:26]1[CH:31]=[C:30]([F:32])[CH:29]=[CH:28][C:27]=1[N:33]1[CH2:38][CH2:37][N:36]([CH2:39][CH2:40][CH2:41][CH2:42][NH2:43])[CH2:35][CH2:34]1.C([O-])=O. Product: [F:25][C:26]1[CH:31]=[C:30]([F:32])[CH:29]=[CH:28][C:27]=1[N:33]1[CH2:38][CH2:37][N:36]([CH2:39][CH2:40][CH2:41][CH2:42][NH:43][C:10]([C:7]2[CH:8]=[C:9]3[C:4]([CH:3]=[CH:2][NH:1]3)=[CH:5][CH:6]=2)=[O:12])[CH2:35][CH2:34]1. The catalyst class is: 9. (2) The catalyst class is: 4. Product: [CH2:12]([C:30]([CH2:32][CH2:33][CH2:34][CH2:35][CH2:36][CH2:37][CH2:38][CH2:39]/[CH:40]=[CH:41]\[CH2:42]/[CH:43]=[CH:44]\[CH2:45][CH2:46][CH2:47][CH2:48][CH3:49])=[O:31])[CH2:13][CH2:14][CH2:15][CH2:16][CH2:17][CH2:18][CH2:19]/[CH:20]=[CH:21]\[CH2:22]/[CH:23]=[CH:24]\[CH2:25][CH2:26][CH2:27][CH2:28][CH3:29]. Reactant: [Cr](Cl)([O-])(=O)=O.[NH+]1C=CC=CC=1.[CH2:12]([CH:30]([CH2:32][CH2:33][CH2:34][CH2:35][CH2:36][CH2:37][CH2:38][CH2:39]/[CH:40]=[CH:41]\[CH2:42]/[CH:43]=[CH:44]\[CH2:45][CH2:46][CH2:47][CH2:48][CH3:49])[OH:31])[CH2:13][CH2:14][CH2:15][CH2:16][CH2:17][CH2:18][CH2:19]/[CH:20]=[CH:21]\[CH2:22]/[CH:23]=[CH:24]\[CH2:25][CH2:26][CH2:27][CH2:28][CH3:29].CCOCC. (3) Reactant: [F:1][C:2]([F:21])([C:8]1[CH:13]=[CH:12][CH:11]=[C:10]([O:14][CH2:15][CH2:16][S:17]([CH3:20])(=[O:19])=[O:18])[CH:9]=1)[C:3]([O:5]CC)=[O:4].Cl. Product: [F:21][C:2]([F:1])([C:8]1[CH:13]=[CH:12][CH:11]=[C:10]([O:14][CH2:15][CH2:16][S:17]([CH3:20])(=[O:18])=[O:19])[CH:9]=1)[C:3]([OH:5])=[O:4]. The catalyst class is: 12.